The task is: Predict the reactants needed to synthesize the given product.. This data is from Full USPTO retrosynthesis dataset with 1.9M reactions from patents (1976-2016). (1) Given the product [Cl:1][C:2]1[N:3]=[C:4]([CH:10]=[CH2:11])[C:5]([O:8][CH3:9])=[C:6]([Cl:13])[N:7]=1, predict the reactants needed to synthesize it. The reactants are: [Cl:1][C:2]1[NH:3][C:4](Cl)([CH:10]=[CH2:11])[C:5]([O:8][CH3:9])=[CH:6][N:7]=1.[Cl:13]C1N=CC(OC)=C(Cl)N=1.C([Mg]Br)=C.C(C1C(=O)C(Cl)=C(Cl)C(=O)C=1C#N)#N. (2) Given the product [C:18]([O:17][C:15]([N:13]([CH3:14])[C@H:7]([C:8]([OH:10])=[O:9])[C:6](=[O:22])[O:5][CH2:3][CH3:4])=[O:16])([CH3:21])([CH3:19])[CH3:20], predict the reactants needed to synthesize it. The reactants are: [OH-].[K+].[CH2:3]([O:5][C:6](=[O:22])[CH:7]([N:13]([C:15]([O:17][C:18]([CH3:21])([CH3:20])[CH3:19])=[O:16])[CH3:14])[C:8]([O:10]CC)=[O:9])[CH3:4]. (3) Given the product [Cl:1][C:2]1[CH:8]=[CH:7][C:5]([NH:6][N:9]=[C:21]([C:22](=[O:24])[CH3:23])[C:18](=[O:20])[CH3:19])=[CH:4][CH:3]=1, predict the reactants needed to synthesize it. The reactants are: [Cl:1][C:2]1[CH:8]=[CH:7][C:5]([NH2:6])=[CH:4][CH:3]=1.[N:9]([O-])=O.[Na+].C([O-])(=O)C.[Na+].[C:18]([CH2:21][C:22](=[O:24])[CH3:23])(=[O:20])[CH3:19]. (4) Given the product [CH2:1]([N:8]([CH2:30][C@H:31]([OH:32])[C:33]1[CH:44]=[CH:43][C:36]([OH:37])=[C:35]([CH2:40][OH:39])[CH:34]=1)[CH2:9][CH2:10][CH2:11][CH2:12][CH2:13][CH2:14][CH2:15][O:16][CH2:17][CH2:18][CH2:19][C:20]1[CH:21]=[C:22]([S:26]([NH2:29])(=[O:28])=[O:27])[CH:23]=[CH:24][CH:25]=1)[C:2]1[CH:3]=[CH:4][CH:5]=[CH:6][CH:7]=1, predict the reactants needed to synthesize it. The reactants are: [CH2:1]([N:8]([CH2:30][C@@H:31]([C:33]1[CH:44]=[CH:43][C:36]2[O:37]C(C)(C)[O:39][CH2:40][C:35]=2[CH:34]=1)[OH:32])[CH2:9][CH2:10][CH2:11][CH2:12][CH2:13][CH2:14][CH2:15][O:16][CH2:17][CH2:18][CH2:19][C:20]1[CH:21]=[C:22]([S:26]([NH2:29])(=[O:28])=[O:27])[CH:23]=[CH:24][CH:25]=1)[C:2]1[CH:7]=[CH:6][CH:5]=[CH:4][CH:3]=1.Cl.C(=O)(O)[O-].[Na+]. (5) Given the product [CH3:20][O:21][C:22]1[CH:28]=[CH:27][CH:26]=[CH:25][C:23]=1[NH:24][C:2]1[N:3]=[CH:4][C:5]2[CH2:11][N:10]([C:12]([C:14]3[CH:15]=[N:16][CH:17]=[CH:18][CH:19]=3)=[O:13])[CH2:9][CH2:8][C:6]=2[N:7]=1, predict the reactants needed to synthesize it. The reactants are: Cl[C:2]1[N:3]=[CH:4][C:5]2[CH2:11][N:10]([C:12]([C:14]3[CH:15]=[N:16][CH:17]=[CH:18][CH:19]=3)=[O:13])[CH2:9][CH2:8][C:6]=2[N:7]=1.[CH3:20][O:21][C:22]1[CH:28]=[CH:27][CH:26]=[CH:25][C:23]=1[NH2:24].CCOC(C)=O.